Dataset: Reaction yield outcomes from USPTO patents with 853,638 reactions. Task: Predict the reaction yield, written as a fraction of the theoretical maximum amount of product (1.0 means a 100% yield; for example, 0.34 means a 34% yield). (1) The reactants are [I:1][C:2]1[S:3][C:4]([C:7]2[S:8][C:9]([C:12]3[S:13][CH:14]=[CH:15][CH:16]=3)=[CH:10][CH:11]=2)=[CH:5][CH:6]=1.[Br:17]N1C(=O)CCC1=O. The catalyst is CO. The product is [I:1][C:2]1[S:3][C:4]([C:7]2[S:8][C:9]([C:12]3[S:13][C:14]([Br:17])=[CH:15][CH:16]=3)=[CH:10][CH:11]=2)=[CH:5][CH:6]=1. The yield is 0.950. (2) The reactants are [N:1]([C@H:4]1[C:12]2[C:7](=[CH:8][C:9]([Br:13])=[CH:10][CH:11]=2)[CH2:6][CH2:5]1)=[N+]=[N-].O.O.Cl[Sn]Cl. The catalyst is CO. The product is [Br:13][C:9]1[CH:8]=[C:7]2[C:12](=[CH:11][CH:10]=1)[C@H:4]([NH2:1])[CH2:5][CH2:6]2. The yield is 0.640.